From a dataset of Reaction yield outcomes from USPTO patents with 853,638 reactions. Predict the reaction yield, written as a fraction of the theoretical maximum amount of product (1.0 means a 100% yield; for example, 0.34 means a 34% yield). The reactants are [H-].[Na+].[Br:3][C:4]1[CH:9]=[CH:8][C:7]([C:10]2[C:14]3[CH2:15][C:16]4[S:17][CH:18]=[CH:19][C:20]=4[C:13]=3[NH:12][N:11]=2)=[CH:6][CH:5]=1.[CH3:21][Si:22]([CH2:25][CH2:26][O:27][CH2:28]Cl)([CH3:24])[CH3:23]. The catalyst is C1COCC1. The product is [Br:3][C:4]1[CH:9]=[CH:8][C:7]([C:10]2[C:14]3[CH2:15][C:16]4[S:17][CH:18]=[CH:19][C:20]=4[C:13]=3[N:12]([CH2:28][O:27][CH2:26][CH2:25][Si:22]([CH3:24])([CH3:23])[CH3:21])[N:11]=2)=[CH:6][CH:5]=1. The yield is 0.690.